Dataset: Reaction yield outcomes from USPTO patents with 853,638 reactions. Task: Predict the reaction yield, written as a fraction of the theoretical maximum amount of product (1.0 means a 100% yield; for example, 0.34 means a 34% yield). (1) The reactants are [CH3:1][C:2]1[CH:8]=[CH:7][CH:6]=[C:5]([CH3:9])[C:3]=1[NH2:4].O.[F:11][C:12]([F:20])([F:19])[C:13]([C:15]([F:18])([F:17])[F:16])=[O:14]. The catalyst is C(OCC)(=O)C.O.C1(C)C=CC(S(O)(=O)=O)=CC=1. The product is [CH3:1][C:2]1[CH:8]=[C:7]([C:13]([OH:14])([C:15]([F:18])([F:17])[F:16])[C:12]([F:20])([F:19])[F:11])[CH:6]=[C:5]([CH3:9])[C:3]=1[NH2:4]. The yield is 0.780. (2) The reactants are [Cl:1][C:2]1[CH:7]=[CH:6][C:5]([C:8]2[O:9][C:10]3[CH:16]=[CH:15][C:14]([C:17](=[O:19])[CH3:18])=[CH:13][C:11]=3[N:12]=2)=[CH:4][CH:3]=1.[BH4-].[Na+]. The catalyst is O1CCCC1. The product is [Cl:1][C:2]1[CH:3]=[CH:4][C:5]([C:8]2[O:9][C:10]3[CH:16]=[CH:15][C:14]([CH:17]([OH:19])[CH3:18])=[CH:13][C:11]=3[N:12]=2)=[CH:6][CH:7]=1. The yield is 0.540. (3) The reactants are [CH2:1]([N:8]1[CH2:12][CH:11]([C:13]2[CH:18]=[CH:17][C:16]([F:19])=[C:15]([F:20])[CH:14]=2)[CH:10]([C:21](O)=[O:22])[CH2:9]1)[C:2]1[CH:7]=[CH:6][CH:5]=[CH:4][CH:3]=1.C(N(CC)CC)C.C(Cl)(=O)C(C)(C)C.[CH2:38]([C@H:45]1[CH2:49][O:48][C:47](=[O:50])[NH:46]1)[C:39]1[CH:44]=[CH:43][CH:42]=[CH:41][CH:40]=1.[Cl-].[Li+]. The catalyst is C1COCC1.C(OCC)(=O)C. The product is [CH2:38]([C@H:45]1[CH2:49][O:48][C:47](=[O:50])[N:46]1[C:21]([C@@H:10]1[C@@H:11]([C:13]2[CH:18]=[CH:17][C:16]([F:19])=[C:15]([F:20])[CH:14]=2)[CH2:12][N:8]([CH2:1][C:2]2[CH:7]=[CH:6][CH:5]=[CH:4][CH:3]=2)[CH2:9]1)=[O:22])[C:39]1[CH:40]=[CH:41][CH:42]=[CH:43][CH:44]=1. The yield is 0.480. (4) The reactants are [N:1]1([C:7]2[C:8]3[N:16]=[C:15]([C:17]4[CH:22]=[CH:21][CH:20]=[CH:19][N:18]=4)[S:14][C:9]=3[N:10]=[C:11]([NH2:13])[N:12]=2)[CH2:6][CH2:5][NH:4][CH2:3][CH2:2]1.[Cl:23][C:24]1[CH:34]=[CH:33][C:27]([O:28][CH2:29][C:30](O)=[O:31])=[CH:26][CH:25]=1. No catalyst specified. The product is [NH2:13][C:11]1[N:12]=[C:7]([N:1]2[CH2:6][CH2:5][N:4]([C:30](=[O:31])[CH2:29][O:28][C:27]3[CH:33]=[CH:34][C:24]([Cl:23])=[CH:25][CH:26]=3)[CH2:3][CH2:2]2)[C:8]2[N:16]=[C:15]([C:17]3[CH:22]=[CH:21][CH:20]=[CH:19][N:18]=3)[S:14][C:9]=2[N:10]=1. The yield is 0.570. (5) The reactants are [Cl:1][C:2]1[N:7]=[C:6](Cl)[CH:5]=[C:4]([CH3:9])[N:3]=1.[NH:10]1[CH2:15][CH2:14][O:13][CH2:12][CH2:11]1. The catalyst is O1CCCC1. The product is [Cl:1][C:2]1[N:7]=[C:6]([N:10]2[CH2:15][CH2:14][O:13][CH2:12][CH2:11]2)[CH:5]=[C:4]([CH3:9])[N:3]=1. The yield is 0.700. (6) The reactants are Cl[C:2]1[N:7]=[C:6]([NH:8][CH2:9][CH2:10][C:11]2[CH:16]=[CH:15][CH:14]=[C:13]([O:17][CH3:18])[CH:12]=2)[C:5]([Cl:19])=[CH:4][N:3]=1.[NH2:20][C:21]1[CH:22]=[C:23]([CH2:27][CH2:28][CH2:29][OH:30])[CH:24]=[CH:25][CH:26]=1.O.C1(C)C=CC(S(O)(=O)=O)=CC=1.C([O-])(O)=O.[Na+]. The catalyst is O1CCOCC1. The product is [Cl:19][C:5]1[C:6]([NH:8][CH2:9][CH2:10][C:11]2[CH:16]=[CH:15][CH:14]=[C:13]([O:17][CH3:18])[CH:12]=2)=[N:7][C:2]([NH:20][C:21]2[CH:22]=[C:23]([CH2:27][CH2:28][CH2:29][OH:30])[CH:24]=[CH:25][CH:26]=2)=[N:3][CH:4]=1. The yield is 0.920.